This data is from Forward reaction prediction with 1.9M reactions from USPTO patents (1976-2016). The task is: Predict the product of the given reaction. Given the reactants [C:1]([O:5][C:6]([NH:8][CH:9]([C:15]([O:17][CH2:18][CH3:19])=[O:16])[C:10]([O:12][CH2:13][CH3:14])=[O:11])=[O:7])([CH3:4])([CH3:3])[CH3:2].C(=O)([O-])[O-].[K+].[K+].Br[CH2:27][C:28]([O:30][CH2:31][C:32]1[CH:37]=[CH:36][CH:35]=[CH:34][CH:33]=1)=[O:29].Cl, predict the reaction product. The product is: [C:1]([O:5][C:6]([NH:8][C:9]([CH2:27][C:28]([O:30][CH2:31][C:32]1[CH:37]=[CH:36][CH:35]=[CH:34][CH:33]=1)=[O:29])([C:10]([O:12][CH2:13][CH3:14])=[O:11])[C:15]([O:17][CH2:18][CH3:19])=[O:16])=[O:7])([CH3:4])([CH3:2])[CH3:3].